This data is from Merck oncology drug combination screen with 23,052 pairs across 39 cell lines. The task is: Regression. Given two drug SMILES strings and cell line genomic features, predict the synergy score measuring deviation from expected non-interaction effect. (1) Drug 1: CC1CC2C3CCC4=CC(=O)C=CC4(C)C3(F)C(O)CC2(C)C1(O)C(=O)CO. Drug 2: CS(=O)(=O)CCNCc1ccc(-c2ccc3ncnc(Nc4ccc(OCc5cccc(F)c5)c(Cl)c4)c3c2)o1. Cell line: A427. Synergy scores: synergy=-10.2. (2) Drug 1: CN(Cc1cnc2nc(N)nc(N)c2n1)c1ccc(C(=O)NC(CCC(=O)O)C(=O)O)cc1. Drug 2: C#Cc1cccc(Nc2ncnc3cc(OCCOC)c(OCCOC)cc23)c1. Cell line: A375. Synergy scores: synergy=22.9. (3) Drug 1: CCC1=CC2CN(C1)Cc1c([nH]c3ccccc13)C(C(=O)OC)(c1cc3c(cc1OC)N(C)C1C(O)(C(=O)OC)C(OC(C)=O)C4(CC)C=CCN5CCC31C54)C2. Cell line: ES2. Drug 2: O=C(CCCCCCC(=O)Nc1ccccc1)NO. Synergy scores: synergy=5.58.